Dataset: Forward reaction prediction with 1.9M reactions from USPTO patents (1976-2016). Task: Predict the product of the given reaction. (1) Given the reactants [CH3:1][C:2]1[N:3]=[CH:4][O:5][C:6]=1[C:7]([OH:9])=O.CN(C)C=O.Cl.[CH3:16][NH:17][O:18][CH3:19].C(N(CC)CC)C, predict the reaction product. The product is: [CH3:19][O:18][N:17]([CH3:16])[C:7]([C:6]1[O:5][CH:4]=[N:3][C:2]=1[CH3:1])=[O:9]. (2) Given the reactants [CH2:1]([C:4]1[CH:9]=[CH:8][CH:7]=[CH:6][C:5]=1[OH:10])[CH:2]=[CH2:3].Br[CH2:12][C:13]([O:15][CH2:16][CH3:17])=[O:14].C(=O)([O-])[O-].[Cs+].[Cs+], predict the reaction product. The product is: [CH2:16]([O:15][C:13](=[O:14])[CH2:12][O:10][C:5]1[CH:6]=[CH:7][CH:8]=[CH:9][C:4]=1[CH2:1][CH:2]=[CH2:3])[CH3:17]. (3) The product is: [NH2:24][C:9]1[CH:10]=[N:11][N:12]([C:13]2[CH:18]=[CH:17][C:16]([S:19]([CH3:22])(=[O:20])=[O:21])=[C:15]([F:23])[CH:14]=2)[C:8]=1[C:5]1[CH:4]=[CH:3][C:2]([Br:1])=[CH:7][CH:6]=1. Given the reactants [Br:1][C:2]1[CH:7]=[CH:6][C:5]([C:8]2[N:12]([C:13]3[CH:18]=[CH:17][C:16]([S:19]([CH3:22])(=[O:21])=[O:20])=[C:15]([F:23])[CH:14]=3)[N:11]=[CH:10][C:9]=2[N+:24]([O-])=O)=[CH:4][CH:3]=1.O, predict the reaction product. (4) Given the reactants [O:1]1[CH:5]=[CH:4][N:3]=[C:2]1[C:6]1[CH:11]=[CH:10][C:9]([OH:12])=[CH:8][CH:7]=1.C(=O)([O-])[O-].[Cs+].[Cs+].F[C:20]1[CH:27]=[CH:26][C:23]([CH:24]=[O:25])=[CH:22][CH:21]=1.O, predict the reaction product. The product is: [O:1]1[CH:5]=[CH:4][N:3]=[C:2]1[C:6]1[CH:11]=[CH:10][C:9]([O:12][C:20]2[CH:27]=[CH:26][C:23]([CH:24]=[O:25])=[CH:22][CH:21]=2)=[CH:8][CH:7]=1. (5) Given the reactants [NH2:1][N:2]1[CH2:7][CH2:6][CH2:5][CH2:4][CH2:3]1.[C:8]([O:12][CH3:13])(=[O:11])[CH:9]=[CH2:10], predict the reaction product. The product is: [N:2]1([NH:1][CH2:10][CH2:9][C:8]([O:12][CH3:13])=[O:11])[CH2:7][CH2:6][CH2:5][CH2:4][CH2:3]1. (6) Given the reactants [NH2:1][CH2:2][CH2:3][O:4][CH2:5][CH2:6][O:7][CH2:8][CH2:9][O:10][CH2:11][CH2:12][NH:13][S:14]([C:17]1[CH:22]=[CH:21][CH:20]=[C:19]([CH:23]2[C:32]3[C:27](=[C:28]([Cl:34])[CH:29]=[C:30]([Cl:33])[CH:31]=3)[CH2:26][N:25]([CH2:35][CH3:36])[CH2:24]2)[CH:18]=1)(=[O:16])=[O:15].[OH:37][CH:38]([CH:49]([OH:60])[C:50]([O:52]N1C(=O)CCC1=O)=O)[C:39]([O:41]N1C(=O)CCC1=O)=O.[CH2:61]([N:63]([CH2:66][CH3:67])[CH2:64][CH3:65])[CH3:62], predict the reaction product. The product is: [Cl:33][C:30]1[CH:31]=[C:32]2[C:27](=[C:28]([Cl:34])[CH:29]=1)[CH2:26][N:25]([CH2:35][CH3:36])[CH2:24][CH:23]2[C:19]1[CH:18]=[C:17]([S:14]([NH:13][CH2:12][CH2:11][O:10][CH2:9][CH2:8][O:7][CH2:6][CH2:5][O:4][CH2:3][CH2:2][NH:1][C:39](=[O:41])[CH:38]([OH:37])[CH:49]([OH:60])[C:50]([NH:1][CH2:2][CH2:3][O:4][CH2:5][CH2:6][O:7][CH2:8][CH2:9][O:10][CH2:11][CH2:12][NH:13][S:14]([C:17]2[CH:22]=[CH:21][CH:20]=[C:19]([CH:62]3[C:32]4[C:65](=[C:28]([Cl:34])[CH:29]=[C:30]([Cl:33])[CH:31]=4)[CH2:64][N:63]([CH2:66][CH3:67])[CH2:61]3)[CH:18]=2)(=[O:16])=[O:15])=[O:52])(=[O:16])=[O:15])[CH:22]=[CH:21][CH:20]=1. (7) The product is: [F:1][C:2]1[CH:3]=[C:4]([CH:11]=[CH:12][C:13]=1[F:14])[CH2:5][C:6]([CH2:18][CH2:19][C:20]([F:23])([F:22])[F:21])([C:7]#[N:8])[C:9]#[N:10]. Given the reactants [F:1][C:2]1[CH:3]=[C:4]([CH:11]=[CH:12][C:13]=1[F:14])[CH2:5][CH:6]([C:9]#[N:10])[C:7]#[N:8].[H-].[Na+].Br[CH2:18][CH2:19][C:20]([F:23])([F:22])[F:21], predict the reaction product. (8) Given the reactants [O:1]=[C:2]1[C:11]([C:12](=O)[CH2:13][CH3:14])=[CH:10][C:9]2[C:4](=[CH:5][C:6]([N:16]3[CH2:21][CH2:20][N:19]([C:22]([O:24][C:25]([CH3:28])([CH3:27])[CH3:26])=[O:23])[CH2:18][CH2:17]3)=[CH:7][CH:8]=2)[O:3]1.COC(OC)[N:32]([CH3:34])C.[NH:37]1CCCC1.NN, predict the reaction product. The product is: [CH3:14][C:13]1[C:12]([C:11]2[C:2](=[O:1])[O:3][C:4]3[C:9]([CH:10]=2)=[CH:8][CH:7]=[C:6]([N:16]2[CH2:17][CH2:18][N:19]([C:22]([O:24][C:25]([CH3:26])([CH3:28])[CH3:27])=[O:23])[CH2:20][CH2:21]2)[CH:5]=3)=[N:37][NH:32][CH:34]=1.